Dataset: Catalyst prediction with 721,799 reactions and 888 catalyst types from USPTO. Task: Predict which catalyst facilitates the given reaction. (1) Reactant: [CH3:1][C:2]1[CH:14]=[C:13]([CH2:15][NH:16][CH2:17][CH2:18][CH3:19])[CH:12]=[CH:11][C:3]=1[O:4][CH2:5][C:6]([O:8][CH2:9][CH3:10])=[O:7].C(N(CC)C(C)C)(C)C.Cl[C:30]1[C:35]([CH3:36])=[C:34]([C:37]2[CH:42]=[CH:41][C:40]([C:43]([F:46])([F:45])[F:44])=[CH:39][CH:38]=2)[N:33]=[CH:32][N:31]=1. Product: [CH3:1][C:2]1[CH:14]=[C:13]([CH2:15][N:16]([C:30]2[C:35]([CH3:36])=[C:34]([C:37]3[CH:38]=[CH:39][C:40]([C:43]([F:45])([F:46])[F:44])=[CH:41][CH:42]=3)[N:33]=[CH:32][N:31]=2)[CH2:17][CH2:18][CH3:19])[CH:12]=[CH:11][C:3]=1[O:4][CH2:5][C:6]([O:8][CH2:9][CH3:10])=[O:7]. The catalyst class is: 2. (2) Reactant: B(Br)(Br)Br.[NH2:5][C:6]1[N:11]=[C:10]([C:12]2[CH:13]=[C:14]([CH:17]=[CH:18][CH:19]=2)[C:15]#[N:16])[C:9]([O:20]C)=[CH:8][CH:7]=1. Product: [NH2:5][C:6]1[N:11]=[C:10]([C:12]2[CH:13]=[C:14]([CH:17]=[CH:18][CH:19]=2)[C:15]#[N:16])[C:9]([OH:20])=[CH:8][CH:7]=1. The catalyst class is: 2. (3) Reactant: [C:1]([N:11]1[CH2:15][CH2:14][C@H:13]([NH:16][CH:17]2[CH2:22][CH2:21][CH2:20][CH2:19][CH2:18]2)[CH2:12]1)([O:3][CH2:4][C:5]1[CH:10]=[CH:9][CH:8]=[CH:7][CH:6]=1)=[O:2].[CH3:23][C:24]([CH3:33])([CH2:28][O:29][C:30](=[O:32])[CH3:31])[C:25](Cl)=[O:26]. Product: [C:1]([N:11]1[CH2:15][CH2:14][C@H:13]([N:16]([CH:17]2[CH2:22][CH2:21][CH2:20][CH2:19][CH2:18]2)[C:25](=[O:26])[C:24]([CH3:33])([CH3:23])[CH2:28][O:29][C:30](=[O:32])[CH3:31])[CH2:12]1)([O:3][CH2:4][C:5]1[CH:6]=[CH:7][CH:8]=[CH:9][CH:10]=1)=[O:2]. The catalyst class is: 251. (4) Reactant: C([C@@H]1C[C@H](O)C[C@@H]1C(N(C1N=C2C=CN(S(C3C=CC(C)=CC=3)(=O)=O)C2=NC=1)N)=O)C.CC([Si](Cl)(C)C)(C)C.N1C=CN=C1.[Si:45]([O:52][C@@H:53]1[CH2:57][C@H:56]([C:58]([NH:60][NH:61][C:62]2[N:63]=[C:64]3[CH:70]=[CH:69][N:68]([S:71]([C:74]4[CH:80]=[CH:79][C:77]([CH3:78])=[CH:76][CH:75]=4)(=[O:73])=[O:72])[C:65]3=[N:66][CH:67]=2)=[O:59])[C@H:55]([CH2:81][CH3:82])[CH2:54]1)([C:48]([CH3:51])([CH3:50])[CH3:49])([CH3:47])[CH3:46]. Product: [Si:45]([O:52][CH:53]1[CH2:57][CH:56]([C:58]([NH:60][NH:61][C:62]2[N:63]=[C:64]3[CH:70]=[CH:69][N:68]([S:71]([C:74]4[CH:75]=[CH:76][C:77]([CH3:78])=[CH:79][CH:80]=4)(=[O:73])=[O:72])[C:65]3=[N:66][CH:67]=2)=[O:59])[CH:55]([CH2:81][CH3:82])[CH2:54]1)([C:48]([CH3:49])([CH3:50])[CH3:51])([CH3:46])[CH3:47]. The catalyst class is: 3. (5) Reactant: [CH:1]1[CH:6]=[C:5]([Cl:7])[C:4]([Cl:8])=[C:3]([C:9]2[N:14]=[N:13][C:12]([NH2:15])=[N:11][C:10]=2[NH2:16])[CH:2]=1.[C:17]([OH:26])(=[O:25])[CH2:18][CH2:19][CH2:20][CH2:21][C:22]([OH:24])=[O:23]. Product: [CH:1]1[CH:6]=[C:5]([Cl:7])[C:4]([Cl:8])=[C:3]([C:9]2[N:14]=[N:13][C:12]([NH2:15])=[N:11][C:10]=2[NH2:16])[CH:2]=1.[C:17]([O-:26])(=[O:25])[CH2:18][CH2:19][CH2:20][CH2:21][C:22]([O-:24])=[O:23]. The catalyst class is: 5. (6) Reactant: [CH3:1][C:2]([CH2:4][CH:5]([C:12]1[C:21](=[O:22])[O:20][C:19]2[CH:18]=[CH:17][CH:16]=[CH:15][C:14]=2[C:13]=1[OH:23])[C:6]1[CH:7]=[CH:8][CH:9]=[CH:10][CH:11]=1)=[O:3].C(=O)([O-])[O-].[K+:28].[K+].O. Product: [CH3:1][C:2]([CH2:4][CH:5]([C:12]1[C:21](=[O:22])[O:20][C:19]2[CH:18]=[CH:17][CH:16]=[CH:15][C:14]=2[C:13]=1[O-:23])[C:6]1[CH:11]=[CH:10][CH:9]=[CH:8][CH:7]=1)=[O:3].[K+:28]. The catalyst class is: 41. (7) Reactant: [H-].[Na+].[Br:3][C:4]1[CH:9]=[C:8]([CH2:10][N:11]([CH:19]2[CH2:22][CH2:21][CH2:20]2)[C:12]([C:14]2[N:18]=[CH:17][NH:16][N:15]=2)=[O:13])[CH:7]=[CH:6][N:5]=1.CI.[C:25](=O)([O-])O.[Na+]. Product: [Br:3][C:4]1[CH:9]=[C:8]([CH2:10][N:11]([CH:19]2[CH2:22][CH2:21][CH2:20]2)[C:12]([C:14]2[N:18]=[CH:17][N:16]([CH3:25])[N:15]=2)=[O:13])[CH:7]=[CH:6][N:5]=1. The catalyst class is: 35. (8) Reactant: S(C)C.[Cl:4][C:5]1[C:13]([O:14][CH3:15])=[CH:12][C:8]([C:9](O)=[O:10])=[C:7]([F:16])[CH:6]=1.O.Cl. Product: [Cl:4][C:5]1[C:13]([O:14][CH3:15])=[CH:12][C:8]([CH2:9][OH:10])=[C:7]([F:16])[CH:6]=1. The catalyst class is: 7. (9) Reactant: [NH3:1].[Cl:2][C:3]1[CH:8]=[CH:7][C:6]([C:9]2[N:13]([C:14]3[CH:19]=[CH:18][C:17]([Cl:20])=[CH:16][C:15]=3[Cl:21])[N:12]=[C:11]([C:22](Cl)=[O:23])[C:10]=2[CH3:25])=[CH:5][CH:4]=1. Product: [Cl:2][C:3]1[CH:8]=[CH:7][C:6]([C:9]2[N:13]([C:14]3[CH:19]=[CH:18][C:17]([Cl:20])=[CH:16][C:15]=3[Cl:21])[N:12]=[C:11]([C:22]([NH2:1])=[O:23])[C:10]=2[CH3:25])=[CH:5][CH:4]=1. The catalyst class is: 2. (10) Reactant: [O:1]=[C:2]1[NH:6][C:5](=[O:7])[CH:4]([CH:8]=[C:9]2[CH:21]=[CH:20][C:12]([O:13][CH2:14][C:15]([O:17][CH2:18][CH3:19])=[O:16])=[CH:11][CH2:10]2)[S:3]1.[H][H]. Product: [CH2:18]([O:17][C:15](=[O:16])[CH2:14][O:13][C:12]1[CH:11]=[CH:10][C:9]([CH2:8][CH:4]2[S:3][C:2](=[O:1])[NH:6][C:5]2=[O:7])=[CH:21][CH:20]=1)[CH3:19]. The catalyst class is: 505.